From a dataset of Full USPTO retrosynthesis dataset with 1.9M reactions from patents (1976-2016). Predict the reactants needed to synthesize the given product. (1) Given the product [C:21](=[O:22])([O:10][C:5]1[CH:6]=[CH:7][CH:8]=[CH:9][C:4]=1[O:3][C:2]([F:11])([F:12])[F:1])[O:23][CH3:24], predict the reactants needed to synthesize it. The reactants are: [F:1][C:2]([F:12])([F:11])[O:3][C:4]1[CH:9]=[CH:8][CH:7]=[CH:6][C:5]=1[OH:10].C(N(CC)CC)C.Cl[C:21]([O:23][CH3:24])=[O:22]. (2) Given the product [N:23]1([C:20]([C:18]2[NH:17][C:13]3[N:14]=[CH:15][N:16]=[C:11]([NH:10][C:8]4[CH:9]=[C:4]5[CH:3]=[N:2][NH:1][C:5]5=[CH:6][N:7]=4)[C:12]=3[CH:19]=2)=[O:21])[CH2:28][CH2:27][O:26][CH2:25][CH2:24]1, predict the reactants needed to synthesize it. The reactants are: [NH:1]1[C:5]2=[CH:6][N:7]=[C:8]([NH:10][C:11]3[C:12]4[CH:19]=[C:18]([C:20](O)=[O:21])[NH:17][C:13]=4[N:14]=[CH:15][N:16]=3)[CH:9]=[C:4]2[CH:3]=[N:2]1.[NH:23]1[CH2:28][CH2:27][O:26][CH2:25][CH2:24]1. (3) Given the product [C:27]([Si:14]([C:21]1[CH:26]=[CH:25][CH:24]=[CH:23][CH:22]=1)([C:15]1[CH:16]=[CH:17][CH:18]=[CH:19][CH:20]=1)[O:1][CH2:2][C@@H:3]([CH3:8])[C:4]([O:6][CH3:7])=[O:5])([CH3:30])([CH3:28])[CH3:29], predict the reactants needed to synthesize it. The reactants are: [OH:1][CH2:2][C@@H:3]([CH3:8])[C:4]([O:6][CH3:7])=[O:5].N1C=CN=C1.[Si:14](Cl)([C:27]([CH3:30])([CH3:29])[CH3:28])([C:21]1[CH:26]=[CH:25][CH:24]=[CH:23][CH:22]=1)[C:15]1[CH:20]=[CH:19][CH:18]=[CH:17][CH:16]=1. (4) Given the product [C:16]1([S:22]([CH2:25][C:26]2[C:27]([C:41]([O:43][C:44]([CH3:47])([CH3:45])[CH3:46])=[O:42])=[C:28]3[C:29]([C:32]4[CH:36]=[CH:35][O:34][C:33]=4[C:37](=[O:39])[O:38]3)=[CH:30][CH:31]=2)(=[O:23])=[O:24])[CH:17]=[CH:18][CH:19]=[CH:20][CH:21]=1, predict the reactants needed to synthesize it. The reactants are: C1(N=C=NC2CCCCC2)CCCCC1.[C:16]1([S:22]([CH2:25][C:26]2[CH:31]=[CH:30][C:29]([C:32]3[CH:36]=[CH:35][O:34][C:33]=3[C:37]([OH:39])=[O:38])=[C:28](O)[C:27]=2[C:41]([O:43][C:44]([CH3:47])([CH3:46])[CH3:45])=[O:42])(=[O:24])=[O:23])[CH:21]=[CH:20][CH:19]=[CH:18][CH:17]=1.O. (5) Given the product [CH2:1]([NH:8][C:19]1[C:18]([N+:22]([O-:24])=[O:23])=[CH:17][C:11]([C:12]([O:14][CH2:15][CH3:16])=[O:13])=[C:10]([F:9])[CH:20]=1)[C:2]1[CH:7]=[CH:6][CH:5]=[CH:4][CH:3]=1, predict the reactants needed to synthesize it. The reactants are: [CH2:1]([NH2:8])[C:2]1[CH:7]=[CH:6][CH:5]=[CH:4][CH:3]=1.[F:9][C:10]1[CH:20]=[C:19](F)[C:18]([N+:22]([O-:24])=[O:23])=[CH:17][C:11]=1[C:12]([O:14][CH2:15][CH3:16])=[O:13]. (6) Given the product [OH:6][C:7]1[CH:8]=[CH:9][C:10]([C:13]2[C:17]([C:18]([OH:20])=[O:19])=[C:16]([CH3:21])[S:15][N:14]=2)=[CH:11][CH:12]=1, predict the reactants needed to synthesize it. The reactants are: B(Br)(Br)Br.C[O:6][C:7]1[CH:12]=[CH:11][C:10]([C:13]2[C:17]([C:18]([OH:20])=[O:19])=[C:16]([CH3:21])[S:15][N:14]=2)=[CH:9][CH:8]=1.O.[OH-].[Na+]. (7) Given the product [Cl:5][C:6]1[CH:14]=[CH:13][CH:12]=[CH:11][C:7]=1[C:8]([NH:15][C:16]1[N:20]([C:21]2[C:26]([Cl:27])=[CH:25][C:24]([Cl:28])=[CH:23][C:22]=2[Cl:29])[N:19]=[C:18]([CH3:30])[C:17]=1[C:8](=[O:9])[C:7]1[CH:11]=[CH:12][CH:13]=[CH:14][C:6]=1[Cl:1])=[O:9], predict the reactants needed to synthesize it. The reactants are: [Cl-:1].[Cl-].[Cl-].[Al+3].[Cl:5][C:6]1[CH:14]=[CH:13][CH:12]=[CH:11][C:7]=1[C:8](Cl)=[O:9].[NH2:15][C:16]1[N:20]([C:21]2[C:26]([Cl:27])=[CH:25][C:24]([Cl:28])=[CH:23][C:22]=2[Cl:29])[N:19]=[C:18]([CH3:30])[CH:17]=1.